This data is from Reaction yield outcomes from USPTO patents with 853,638 reactions. The task is: Predict the reaction yield, written as a fraction of the theoretical maximum amount of product (1.0 means a 100% yield; for example, 0.34 means a 34% yield). (1) The reactants are Br[C:2]1[CH:3]=[N:4][CH:5]=[C:6]([CH:19]=1)[C:7]([N:9]=[S@@:10]([CH3:18])(=[O:17])[C:11]1[CH:16]=[CH:15][CH:14]=[CH:13][CH:12]=1)=[O:8].[CH3:20][N:21]1[C:25]([NH:26][C:27](=[O:36])[C:28]2[CH:33]=[CH:32][CH:31]=[C:30]([C:34]#[CH:35])[CH:29]=2)=[CH:24][C:23]([CH3:37])=[N:22]1. No catalyst specified. The product is [CH3:20][N:21]1[C:25]([NH:26][C:27]([C:28]2[CH:29]=[C:30]([C:34]#[C:35][C:2]3[CH:3]=[N:4][CH:5]=[C:6]([CH:19]=3)[C:7]([N:9]=[S@@:10]([CH3:18])(=[O:17])[C:11]3[CH:16]=[CH:15][CH:14]=[CH:13][CH:12]=3)=[O:8])[CH:31]=[CH:32][CH:33]=2)=[O:36])=[CH:24][C:23]([CH3:37])=[N:22]1. The yield is 0.610. (2) The reactants are [CH2:1]([O:3][C:4]1([C:7]2[CH:12]=[CH:11][C:10]([C:13]#[CH:14])=[CH:9][C:8]=2[CH:15]([CH3:17])[CH3:16])[CH2:6][CH2:5]1)[CH3:2].[CH2:18]([O:20][C:21](=[O:29])[C:22]1[CH:27]=[CH:26][C:25](I)=[CH:24][CH:23]=1)[CH3:19]. The catalyst is C(N(CC)CC)C.[Cu]I.Cl[Pd](Cl)([P](C1C=CC=CC=1)(C1C=CC=CC=1)C1C=CC=CC=1)[P](C1C=CC=CC=1)(C1C=CC=CC=1)C1C=CC=CC=1. The product is [CH2:1]([O:3][C:4]1([C:7]2[CH:12]=[CH:11][C:10]([C:13]#[C:14][C:25]3[CH:26]=[CH:27][C:22]([C:21]([O:20][CH2:18][CH3:19])=[O:29])=[CH:23][CH:24]=3)=[CH:9][C:8]=2[CH:15]([CH3:16])[CH3:17])[CH2:6][CH2:5]1)[CH3:2]. The yield is 0.340. (3) The reactants are Cl[CH2:2][C:3]1[CH:4]=[C:5]([CH:39]=[CH:40][CH:41]=1)[C:6]([NH:8][C:9]1[CH:32]=[CH:31][C:30]([N:33]2[CH2:38][CH2:37][CH2:36][CH2:35][CH2:34]2)=[CH:29][C:10]=1[C:11]([NH:13][C:14]1[CH:18]=[CH:17][N:16]([C:19]2[CH:24]=[CH:23][CH:22]=[C:21]([C:25]([F:28])([F:27])[F:26])[CH:20]=2)[N:15]=1)=[O:12])=[O:7].[SH:42][C:43]1[CH:44]=[C:45]([CH:49]=[CH:50][CH:51]=1)[C:46]([OH:48])=[O:47].C(N(CC)C(C)C)(C)C. The catalyst is O1CCCC1.[I-].[K+]. The product is [N:33]1([C:30]2[CH:31]=[CH:32][C:9]([NH:8][C:6]([C:5]3[CH:4]=[C:3]([CH:41]=[CH:40][CH:39]=3)[CH2:2][S:42][C:43]3[CH:44]=[C:45]([CH:49]=[CH:50][CH:51]=3)[C:46]([OH:48])=[O:47])=[O:7])=[C:10]([C:11](=[O:12])[NH:13][C:14]3[CH:18]=[CH:17][N:16]([C:19]4[CH:24]=[CH:23][CH:22]=[C:21]([C:25]([F:28])([F:27])[F:26])[CH:20]=4)[N:15]=3)[CH:29]=2)[CH2:38][CH2:37][CH2:36][CH2:35][CH2:34]1. The yield is 0.630. (4) The reactants are OS(O)(=O)=O.[NH:6]1[C:14]2[C:9](=[CH:10][CH:11]=[CH:12][CH:13]=2)[C:8]([C:15]([OH:17])=[O:16])=[N:7]1.[CH3:18]O. No catalyst specified. The product is [CH3:18][O:16][C:15]([C:8]1[C:9]2[C:14](=[CH:13][CH:12]=[CH:11][CH:10]=2)[NH:6][N:7]=1)=[O:17]. The yield is 0.610.